This data is from Catalyst prediction with 721,799 reactions and 888 catalyst types from USPTO. The task is: Predict which catalyst facilitates the given reaction. (1) Reactant: [C:1]1([C:7]2([C:27]3[CH:32]=[CH:31][CH:30]=[CH:29][CH:28]=3)[CH2:15][C:14]3[N:13](S(C4C=CC(C)=CC=4)(=O)=O)[N:12]=[C:11]([NH2:26])[C:10]=3[CH:9]=[CH:8]2)[CH:6]=[CH:5][CH:4]=[CH:3][CH:2]=1.C(N(CC)CC)C.[C:40](Cl)(=[O:47])[C:41]1[CH:46]=[CH:45][CH:44]=[CH:43][CH:42]=1. Product: [C:1]1([C:7]2([C:27]3[CH:28]=[CH:29][CH:30]=[CH:31][CH:32]=3)[CH2:15][C:14]3[NH:13][N:12]=[C:11]([NH:26][C:40](=[O:47])[C:41]4[CH:46]=[CH:45][CH:44]=[CH:43][CH:42]=4)[C:10]=3[CH:9]=[CH:8]2)[CH:6]=[CH:5][CH:4]=[CH:3][CH:2]=1. The catalyst class is: 4. (2) Reactant: [CH3:1][N:2]1[C:7](=[O:8])[C:6]2[C:9]([OH:15])=[CH:10][C:11](=[O:14])[N:12]([CH3:13])[C:5]=2[N:4]([C:16]2[CH:21]=[CH:20][C:19]([I:22])=[CH:18][C:17]=2[F:23])[C:3]1=[O:24].C(N(CC)CC)C.[F:32][C:33]([F:46])([F:45])[S:34](O[S:34]([C:33]([F:46])([F:45])[F:32])(=[O:36])=[O:35])(=[O:36])=[O:35]. Product: [F:32][C:33]([F:46])([F:45])[S:34]([O:15][C:9]1[C:6]2[C:7](=[O:8])[N:2]([CH3:1])[C:3](=[O:24])[N:4]([C:16]3[CH:21]=[CH:20][C:19]([I:22])=[CH:18][C:17]=3[F:23])[C:5]=2[N:12]([CH3:13])[C:11](=[O:14])[CH:10]=1)(=[O:36])=[O:35]. The catalyst class is: 4. (3) Reactant: [CH2:1]([N:3]1[C:11]2[C:6](=[C:7]([N+:12]([O-])=O)[CH:8]=[CH:9][CH:10]=2)[C:5]([C:15]2[CH:20]=[CH:19][C:18]([CH3:21])=[CH:17][CH:16]=2)=[CH:4]1)[CH3:2]. Product: [CH2:1]([N:3]1[C:11]2[C:6](=[C:7]([NH2:12])[CH:8]=[CH:9][CH:10]=2)[C:5]([C:15]2[CH:16]=[CH:17][C:18]([CH3:21])=[CH:19][CH:20]=2)=[CH:4]1)[CH3:2]. The catalyst class is: 381. (4) Reactant: [N:1]([CH:4]1[C:12]2[C:7](=[CH:8][C:9]([C:13]3[S:14][CH:15]=[CH:16][CH:17]=3)=[CH:10][CH:11]=2)[CH2:6][CH2:5]1)=[N+]=[N-].O.O.[Sn](Cl)(Cl)(Cl)Cl. Product: [S:14]1[CH:15]=[CH:16][CH:17]=[C:13]1[C:9]1[CH:8]=[C:7]2[C:12](=[CH:11][CH:10]=1)[CH:4]([NH2:1])[CH2:5][CH2:6]2. The catalyst class is: 125.